From a dataset of NCI-60 drug combinations with 297,098 pairs across 59 cell lines. Regression. Given two drug SMILES strings and cell line genomic features, predict the synergy score measuring deviation from expected non-interaction effect. (1) Drug 1: C1CCC(C1)C(CC#N)N2C=C(C=N2)C3=C4C=CNC4=NC=N3. Drug 2: C1C(C(OC1N2C=NC(=NC2=O)N)CO)O. Cell line: OVCAR-8. Synergy scores: CSS=26.1, Synergy_ZIP=-5.32, Synergy_Bliss=-1.99, Synergy_Loewe=-21.7, Synergy_HSA=-3.59. (2) Drug 1: CC1=CC2C(CCC3(C2CCC3(C(=O)C)OC(=O)C)C)C4(C1=CC(=O)CC4)C. Drug 2: C1=C(C(=O)NC(=O)N1)F. Cell line: U251. Synergy scores: CSS=41.4, Synergy_ZIP=-2.69, Synergy_Bliss=-6.10, Synergy_Loewe=-15.1, Synergy_HSA=-5.13. (3) Drug 1: CN1CCC(CC1)COC2=C(C=C3C(=C2)N=CN=C3NC4=C(C=C(C=C4)Br)F)OC. Drug 2: CC1=C(C=C(C=C1)NC2=NC=CC(=N2)N(C)C3=CC4=NN(C(=C4C=C3)C)C)S(=O)(=O)N.Cl. Cell line: UO-31. Synergy scores: CSS=20.7, Synergy_ZIP=-7.43, Synergy_Bliss=-1.18, Synergy_Loewe=-12.2, Synergy_HSA=1.19. (4) Drug 1: C1=NC2=C(N=C(N=C2N1C3C(C(C(O3)CO)O)F)Cl)N. Drug 2: C1C(C(OC1N2C=NC(=NC2=O)N)CO)O. Cell line: HOP-62. Synergy scores: CSS=29.3, Synergy_ZIP=1.38, Synergy_Bliss=2.42, Synergy_Loewe=-4.59, Synergy_HSA=1.46. (5) Drug 2: COC1=C2C(=CC3=C1OC=C3)C=CC(=O)O2. Synergy scores: CSS=68.2, Synergy_ZIP=-0.767, Synergy_Bliss=-1.01, Synergy_Loewe=-32.5, Synergy_HSA=-0.624. Cell line: SR. Drug 1: C1C(C(OC1N2C=NC3=C(N=C(N=C32)Cl)N)CO)O. (6) Drug 1: C1=NC(=NC(=O)N1C2C(C(C(O2)CO)O)O)N. Drug 2: CN(CC1=CN=C2C(=N1)C(=NC(=N2)N)N)C3=CC=C(C=C3)C(=O)NC(CCC(=O)O)C(=O)O. Cell line: NCI/ADR-RES. Synergy scores: CSS=5.46, Synergy_ZIP=5.43, Synergy_Bliss=7.59, Synergy_Loewe=-16.2, Synergy_HSA=-0.0533. (7) Drug 1: CS(=O)(=O)CCNCC1=CC=C(O1)C2=CC3=C(C=C2)N=CN=C3NC4=CC(=C(C=C4)OCC5=CC(=CC=C5)F)Cl. Drug 2: C1CCC(C(C1)[NH-])[NH-].C(=O)(C(=O)[O-])[O-].[Pt+4]. Cell line: OVCAR3. Synergy scores: CSS=24.1, Synergy_ZIP=-7.86, Synergy_Bliss=-3.04, Synergy_Loewe=0.489, Synergy_HSA=2.93.